Predict the reactants needed to synthesize the given product. From a dataset of Full USPTO retrosynthesis dataset with 1.9M reactions from patents (1976-2016). (1) Given the product [C:1]([N:8]([CH3:29])[CH:9]1[CH2:10][CH2:11][CH:12]([N:15]([CH2:16][C:17]2[CH:18]=[C:19]([B:26]([OH:27])[OH:28])[CH:20]=[CH:21][C:22]=2[O:23][CH2:24][CH3:25])[C:43]([C:42]2[S:41][C:40]3[CH:46]=[CH:47][CH:48]=[CH:49][C:39]=3[C:38]=2[Cl:37])=[O:44])[CH2:13][CH2:14]1)([O:3][C:4]([CH3:6])([CH3:7])[CH3:5])=[O:2], predict the reactants needed to synthesize it. The reactants are: [C:1]([N:8]([CH3:29])[CH:9]1[CH2:14][CH2:13][CH:12]([NH:15][CH2:16][C:17]2[CH:18]=[C:19]([B:26]([OH:28])[OH:27])[CH:20]=[CH:21][C:22]=2[O:23][CH2:24][CH3:25])[CH2:11][CH2:10]1)([O:3][C:4]([CH3:7])([CH3:6])[CH3:5])=[O:2].C(N(CC)CC)C.[Cl:37][C:38]1[C:39]2[CH:49]=[CH:48][CH:47]=[CH:46][C:40]=2[S:41][C:42]=1[C:43](Cl)=[O:44]. (2) The reactants are: [F:1][C:2]1[CH:3]=[C:4]([NH:13][C:14](=[O:57])[C@@H:15]([NH:39][C:40]([C@H:42]2[CH2:47][CH2:46][C@H:45]([CH2:48][NH:49]C(=O)OC(C)(C)C)[CH2:44][CH2:43]2)=[O:41])[CH2:16][C:17]2[CH:22]=[CH:21][C:20]([C:23]3[CH:28]=[CH:27][C:26]([C:29](=[O:37])[NH:30][CH:31]4[CH2:35][CH2:34][CH:33]([OH:36])[CH2:32]4)=[CH:25][C:24]=3[CH3:38])=[CH:19][CH:18]=2)[CH:5]=[CH:6][C:7]=1[C:8]1[N:9]=[N:10][NH:11][N:12]=1.[ClH:58].C(#N)C. Given the product [ClH:58].[NH2:49][CH2:48][C@H:45]1[CH2:46][CH2:47][C@H:42]([C:40]([NH:39][C@H:15]([C:14]([NH:13][C:4]2[CH:5]=[CH:6][C:7]([C:8]3[N:9]=[N:10][NH:11][N:12]=3)=[C:2]([F:1])[CH:3]=2)=[O:57])[CH2:16][C:17]2[CH:18]=[CH:19][C:20]([C:23]3[CH:28]=[CH:27][C:26]([C:29]([NH:30][CH:31]4[CH2:35][CH2:34][CH:33]([OH:36])[CH2:32]4)=[O:37])=[CH:25][C:24]=3[CH3:38])=[CH:21][CH:22]=2)=[O:41])[CH2:43][CH2:44]1, predict the reactants needed to synthesize it. (3) The reactants are: [H-].[Na+].C(O[C:6]([C:8]1[NH:9][C:10]2[C:15]([CH:16]=1)=[CH:14][CH:13]=[C:12]([C:17]([O:19]CC)=[O:18])[CH:11]=2)=[O:7])C.Br[CH2:23][CH2:24][CH2:25]C(OCC)=O. Given the product [O:7]=[C:6]1[C:8]2=[CH:16][C:15]3[C:10]([N:9]2[CH2:25][CH2:24][CH2:23]1)=[CH:11][C:12]([C:17]([OH:19])=[O:18])=[CH:13][CH:14]=3, predict the reactants needed to synthesize it. (4) Given the product [C:1]([C:5]1[N:9]([CH2:10][CH:11]2[CH2:16][CH2:15][C:14]([F:18])([F:17])[CH2:13][CH2:12]2)[C:8]2[CH:19]=[CH:20][C:21]([NH:23][S:27]([CH:24]3[CH2:26][CH2:25]3)(=[O:29])=[O:28])=[CH:22][C:7]=2[N:6]=1)([CH3:4])([CH3:2])[CH3:3], predict the reactants needed to synthesize it. The reactants are: [C:1]([C:5]1[N:9]([CH2:10][CH:11]2[CH2:16][CH2:15][C:14]([F:18])([F:17])[CH2:13][CH2:12]2)[C:8]2[CH:19]=[CH:20][C:21]([NH2:23])=[CH:22][C:7]=2[N:6]=1)([CH3:4])([CH3:3])[CH3:2].[CH:24]1([S:27](Cl)(=[O:29])=[O:28])[CH2:26][CH2:25]1.C(O)(C(F)(F)F)=O. (5) The reactants are: [NH2:1][N:2]1[N:11]=[C:10]([CH3:12])[C:9]2[C:4](=[CH:5][CH:6]=[CH:7][CH:8]=2)[C:3]1=[O:13].[F:14][C:15]1[CH:16]=[C:17]([CH2:22][C:23](O)=[O:24])[CH:18]=[C:19]([F:21])[CH:20]=1. Given the product [F:14][C:15]1[CH:16]=[C:17]([CH2:22][C:23]([NH:1][N:2]2[N:11]=[C:10]([CH3:12])[C:9]3[C:4](=[CH:5][CH:6]=[CH:7][CH:8]=3)[C:3]2=[O:13])=[O:24])[CH:18]=[C:19]([F:21])[CH:20]=1, predict the reactants needed to synthesize it. (6) Given the product [CH:33]([N:30]1[CH2:31][CH2:32][CH:27]([NH:26][C:25]([C:14]2[N:13]([CH2:12][C:9]3[CH:8]=[C:7]([C:5]4[S:6][C:2]([Cl:1])=[CH:3][CH:4]=4)[O:11][N:10]=3)[C:17]3[CH:18]=[CH:19][CH:20]=[C:21]([C:22]([N:37]4[CH2:42][CH2:41][CH:40]([OH:43])[CH2:39][CH2:38]4)=[O:23])[C:16]=3[N:15]=2)=[O:36])[CH2:28][CH2:29]1)([CH3:35])[CH3:34], predict the reactants needed to synthesize it. The reactants are: [Cl:1][C:2]1[S:6][C:5]([C:7]2[O:11][N:10]=[C:9]([CH2:12][N:13]3[C:17]4[CH:18]=[CH:19][CH:20]=[C:21]([C:22](O)=[O:23])[C:16]=4[N:15]=[C:14]3[C:25](=[O:36])[NH:26][CH:27]3[CH2:32][CH2:31][N:30]([CH:33]([CH3:35])[CH3:34])[CH2:29][CH2:28]3)[CH:8]=2)=[CH:4][CH:3]=1.[NH:37]1[CH2:42][CH2:41][CH:40]([OH:43])[CH2:39][CH2:38]1. (7) Given the product [NH2:29][C:26]1[N:25]=[CH:24][C:23]([C:15]2[C:14]([F:30])=[C:13]([C:18]([CH:19]3[CH2:20][CH2:21][CH2:22]3)=[CH:17][CH:16]=2)[O:12][CH2:11][C:3]2[CH:4]=[CH:5][C:6]([C:7]([OH:9])=[O:8])=[CH:10][CH:2]=2)=[CH:28][CH:27]=1, predict the reactants needed to synthesize it. The reactants are: C[C:2]1[C:3]([CH2:11][O:12][C:13]2[C:18]([CH:19]3[CH2:22][CH2:21][CH2:20]3)=[CH:17][CH:16]=[C:15]([C:23]3[CH:24]=[N:25][C:26]([NH2:29])=[CH:27][CH:28]=3)[C:14]=2[F:30])=[CH:4][CH:5]=[C:6]([CH:10]=1)[C:7]([O-:9])=[O:8].[OH-].[K+].C1COCC1. (8) Given the product [C:36]1([S:42]([CH2:45][C:46]2[CH:55]=[CH:54][C:53]3[C:48](=[C:49]([O:57][CH3:58])[CH:50]=[CH:51][CH:52]=3)[C:47]=2[C:59]([O:61][CH3:62])=[O:60])(=[O:44])=[O:43])[CH:37]=[CH:38][CH:39]=[CH:40][CH:41]=1, predict the reactants needed to synthesize it. The reactants are: C(N(CC)CCCC1C=CC=CC=1S(CC1C(C(OC)=O)=C(OC)C(C2C=COC=2)=CC=1)(=O)=O)C.[C:36]1([S:42]([CH2:45][C:46]2[CH:55]=[CH:54][C:53]3[C:48](=[C:49]([O:57][CH3:58])[CH:50]=[CH:51][C:52]=3Br)[C:47]=2[C:59]([O:61][CH3:62])=[O:60])(=[O:44])=[O:43])[CH:41]=[CH:40][CH:39]=[CH:38][CH:37]=1.